This data is from Forward reaction prediction with 1.9M reactions from USPTO patents (1976-2016). The task is: Predict the product of the given reaction. Given the reactants [C:1]1([C:7]([C:10]2[CH:15]=[CH:14][CH:13]=[CH:12][CH:11]=2)=[N:8][NH2:9])[CH:6]=[CH:5][CH:4]=[CH:3][CH:2]=1.Br[C:17]1[CH:18]=[C:19]2[C:24](=[CH:25][CH:26]=1)[N:23]=[CH:22][CH:21]=[N:20]2.CC(C)([O-])C.[Na+], predict the reaction product. The product is: [C:1]1([C:7]([C:10]2[CH:15]=[CH:14][CH:13]=[CH:12][CH:11]=2)=[N:8][NH:9][C:17]2[CH:18]=[C:19]3[C:24](=[CH:25][CH:26]=2)[N:23]=[CH:22][CH:21]=[N:20]3)[CH:2]=[CH:3][CH:4]=[CH:5][CH:6]=1.